Dataset: Reaction yield outcomes from USPTO patents with 853,638 reactions. Task: Predict the reaction yield, written as a fraction of the theoretical maximum amount of product (1.0 means a 100% yield; for example, 0.34 means a 34% yield). (1) The reactants are [CH:1]1([C:4]([N:6]2[CH2:11][CH2:10][N:9]([C:12]([C:14]3[CH:15]=[C:16]([CH:21]=[CH:22][CH:23]=3)[C:17]([O:19]C)=[O:18])=[O:13])[CH2:8][CH2:7]2)=[O:5])[CH2:3][CH2:2]1.O.[OH-].[Li+].Cl. The catalyst is O.O1CCCC1. The product is [CH:1]1([C:4]([N:6]2[CH2:11][CH2:10][N:9]([C:12]([C:14]3[CH:15]=[C:16]([CH:21]=[CH:22][CH:23]=3)[C:17]([OH:19])=[O:18])=[O:13])[CH2:8][CH2:7]2)=[O:5])[CH2:2][CH2:3]1. The yield is 0.830. (2) The reactants are [F:1][C:2]1[CH:3]=[C:4]2[C:9](=[CH:10][CH:11]=1)[NH:8][C@@H:7]([CH3:12])[C@H:6]([CH3:13])[C@H:5]2[NH:14][C:15](=[O:24])[O:16][CH2:17][C:18]1[CH:23]=[CH:22][CH:21]=[CH:20][CH:19]=1.N1C=CC=CC=1.[C:31](Cl)(=[O:33])[CH3:32]. The catalyst is C(Cl)Cl. The product is [C:31]([N:8]1[C:9]2[C:4](=[CH:3][C:2]([F:1])=[CH:11][CH:10]=2)[C@H:5]([NH:14][C:15](=[O:24])[O:16][CH2:17][C:18]2[CH:23]=[CH:22][CH:21]=[CH:20][CH:19]=2)[C@@H:6]([CH3:13])[C@@H:7]1[CH3:12])(=[O:33])[CH3:32]. The yield is 0.960. (3) The reactants are [C:1](Cl)(=[O:5])[C:2](Cl)=[O:3].C(Cl)Cl.[CH2:10]([C:12]1[CH:20]=[C:19]2[C:15]([CH:16]=[CH:17][NH:18]2)=[CH:14][CH:13]=1)[CH3:11].[CH3:21][O-:22].[Na+].CO. The catalyst is CCOCC. The product is [CH2:10]([C:12]1[CH:20]=[C:19]2[C:15]([C:16]([C:1](=[O:5])[C:2]([O:22][CH3:21])=[O:3])=[CH:17][NH:18]2)=[CH:14][CH:13]=1)[CH3:11]. The yield is 0.720. (4) The reactants are [Br:1][C:2]1[C:3]([OH:17])=[CH:4][C:5]2[C:6]([CH3:16])([CH3:15])[CH2:7][CH:8]=[C:9]([CH:12]([CH3:14])[CH3:13])[C:10]=2[CH:11]=1.[C:18]([C:22]1[CH:23]=[C:24]([CH:27]=[C:28]([C:30]([CH3:33])([CH3:32])[CH3:31])[CH:29]=1)[CH2:25]Br)([CH3:21])([CH3:20])[CH3:19]. No catalyst specified. The product is [Br:1][C:2]1[CH:11]=[C:10]2[C:5](=[CH:4][C:3]=1[O:17][CH2:25][C:24]1[CH:23]=[C:22]([C:18]([CH3:20])([CH3:19])[CH3:21])[CH:29]=[C:28]([C:30]([CH3:33])([CH3:32])[CH3:31])[CH:27]=1)[C:6]([CH3:15])([CH3:16])[CH2:7][CH:8]=[C:9]2[CH:12]([CH3:13])[CH3:14]. The yield is 0.720.